The task is: Predict the reaction yield, written as a fraction of the theoretical maximum amount of product (1.0 means a 100% yield; for example, 0.34 means a 34% yield).. This data is from Reaction yield outcomes from USPTO patents with 853,638 reactions. The reactants are [C:1]([C:3]1[CH:8]=[CH:7][C:6]([N:9]2[C:17]3[C:12](=[CH:13][C:14]([C:18]([O:20][CH3:21])=[O:19])=[CH:15][CH:16]=3)[CH:11]=[CH:10]2)=[CH:5][C:4]=1F)#[N:2].[C:23]([O-])([O-])=[O:24].[K+].[K+]. The catalyst is CO.O. The product is [C:1]([C:3]1[CH:8]=[CH:7][C:6]([N:9]2[C:17]3[C:12](=[CH:13][C:14]([C:18]([O:20][CH3:21])=[O:19])=[CH:15][CH:16]=3)[CH:11]=[CH:10]2)=[CH:5][C:4]=1[O:24][CH3:23])#[N:2]. The yield is 1.00.